Dataset: Peptide-MHC class I binding affinity with 185,985 pairs from IEDB/IMGT. Task: Regression. Given a peptide amino acid sequence and an MHC pseudo amino acid sequence, predict their binding affinity value. This is MHC class I binding data. (1) The peptide sequence is SFEPIPIHY. The MHC is HLA-B45:01 with pseudo-sequence HLA-B45:01. The binding affinity (normalized) is 0.00437. (2) The peptide sequence is LPAERAHEL. The MHC is HLA-E01:03 with pseudo-sequence HLA-E01:03. The binding affinity (normalized) is 0. (3) The peptide sequence is KMDNGTLEF. The MHC is HLA-B15:01 with pseudo-sequence HLA-B15:01. The binding affinity (normalized) is 0.0663. (4) The peptide sequence is WLSQTTLSV. The MHC is HLA-A02:01 with pseudo-sequence HLA-A02:01. The binding affinity (normalized) is 1.00. (5) The peptide sequence is SISIKLTDSL. The MHC is HLA-A02:01 with pseudo-sequence HLA-A02:01. The binding affinity (normalized) is 0.192. (6) The MHC is Mamu-B01 with pseudo-sequence Mamu-B01. The peptide sequence is WQTMYTNV. The binding affinity (normalized) is 0. (7) The peptide sequence is LAFPQGEAR. The MHC is HLA-A74:01 with pseudo-sequence YFAMYQENVAHTDVDTLYIMYQDYTWAVLAYTWY. The binding affinity (normalized) is 0.0847.